Dataset: Full USPTO retrosynthesis dataset with 1.9M reactions from patents (1976-2016). Task: Predict the reactants needed to synthesize the given product. Given the product [CH3:34][S:31]([N:30]([S:35]([CH3:38])(=[O:36])=[O:37])[C:26]1[CH:25]=[CH:24][C:23]([NH:1][C:2]2[S:3][C:4]([C:10]3[C:11]([F:21])=[CH:12][C:13]([C:17]([OH:20])([CH3:18])[CH3:19])=[CH:14][C:15]=3[F:16])=[CH:5][C:6]=2[C:7]([NH2:9])=[O:8])=[N:28][C:27]=1[CH3:29])(=[O:32])=[O:33], predict the reactants needed to synthesize it. The reactants are: [NH2:1][C:2]1[S:3][C:4]([C:10]2[C:15]([F:16])=[CH:14][C:13]([C:17]([OH:20])([CH3:19])[CH3:18])=[CH:12][C:11]=2[F:21])=[CH:5][C:6]=1[C:7]([NH2:9])=[O:8].Cl[C:23]1[N:28]=[C:27]([CH3:29])[C:26]([N:30]([S:35]([CH3:38])(=[O:37])=[O:36])[S:31]([CH3:34])(=[O:33])=[O:32])=[CH:25][CH:24]=1.